Dataset: Forward reaction prediction with 1.9M reactions from USPTO patents (1976-2016). Task: Predict the product of the given reaction. (1) The product is: [CH3:21][S:22]([C:25]1[CH:26]=[C:27]([NH:28][C:17]([C:11]2[CH:10]=[N:9][N:8]([C:5]3[CH:6]=[CH:7][C:2]([Cl:1])=[CH:3][CH:4]=3)[C:12]=2[C:13]([F:16])([F:15])[F:14])=[O:18])[CH:29]=[CH:30][CH:31]=1)(=[O:23])=[O:24]. Given the reactants [Cl:1][C:2]1[CH:7]=[CH:6][C:5]([N:8]2[C:12]([C:13]([F:16])([F:15])[F:14])=[C:11]([C:17](Cl)=[O:18])[CH:10]=[N:9]2)=[CH:4][CH:3]=1.Cl.[CH3:21][S:22]([C:25]1[CH:26]=[C:27]([CH:29]=[CH:30][CH:31]=1)[NH2:28])(=[O:24])=[O:23].C(N(CC)CC)C, predict the reaction product. (2) Given the reactants [NH2:1][CH:2]1[CH2:7][CH2:6][CH:5]([CH2:8][NH:9][C:10]2[CH:15]=[CH:14][CH:13]=[CH:12][CH:11]=2)[CH2:4][CH2:3]1.[Cl:16][C:17]1[CH:18]=[C:19]([CH:23]=[CH:24][CH:25]=1)[C:20](Cl)=[O:21], predict the reaction product. The product is: [Cl:16][C:17]1[CH:18]=[C:19]([CH:23]=[CH:24][CH:25]=1)[C:20]([NH:1][C@H:2]1[CH2:7][CH2:6][C@H:5]([CH2:8][NH:9][C:10]2[CH:11]=[CH:12][CH:13]=[CH:14][CH:15]=2)[CH2:4][CH2:3]1)=[O:21]. (3) The product is: [F:11][C:12]1[C:20]2[C:16](=[CH:17][N:18]([CH3:21])[N:19]=2)[C:15]([CH:22]=[O:23])=[CH:14][CH:13]=1. Given the reactants CS(C)=O.C(Cl)(=O)C(Cl)=O.[F:11][C:12]1[C:20]2[C:16](=[CH:17][N:18]([CH3:21])[N:19]=2)[C:15]([CH2:22][OH:23])=[CH:14][CH:13]=1.C(N(CC)CC)C, predict the reaction product. (4) The product is: [F:19][C:20]1[CH:26]=[CH:25][CH:24]=[C:23]([F:27])[C:21]=1[N:22]1[CH2:18][CH2:17][S:14](=[O:16])(=[O:15])[CH2:12][CH2:13]1. Given the reactants [Cl-].[Al+3].[Cl-].[Cl-].ClC1C=CC=CC=1.[CH:12]([S:14]([CH:17]=[CH2:18])(=[O:16])=[O:15])=[CH2:13].[F:19][C:20]1[CH:26]=[CH:25][CH:24]=[C:23]([F:27])[C:21]=1[NH2:22], predict the reaction product.